Dataset: Full USPTO retrosynthesis dataset with 1.9M reactions from patents (1976-2016). Task: Predict the reactants needed to synthesize the given product. (1) Given the product [O:31]=[C:30]([N:34]1[CH2:38][CH2:37][CH2:36][CH2:35]1)[CH2:29][O:28][C:26]1[CH:25]=[CH:24][CH:23]=[C:22]2[C:27]=1[C:18]([NH:17][C:13]1[CH:12]=[C:11]3[C:16](=[CH:15][CH:14]=1)[N:8]([CH2:7][C:2]1[CH:3]=[CH:4][CH:5]=[CH:6][N:1]=1)[N:9]=[CH:10]3)=[N:19][CH:20]=[N:21]2, predict the reactants needed to synthesize it. The reactants are: [N:1]1[CH:6]=[CH:5][CH:4]=[CH:3][C:2]=1[CH2:7][N:8]1[C:16]2[C:11](=[CH:12][C:13]([NH:17][C:18]3[C:27]4[C:22](=[CH:23][CH:24]=[CH:25][C:26]=4[O:28][CH2:29][C:30](OC)=[O:31])[N:21]=[CH:20][N:19]=3)=[CH:14][CH:15]=2)[CH:10]=[N:9]1.[NH:34]1[CH2:38][CH2:37][CH2:36][CH2:35]1. (2) Given the product [I:17][C:11]1[CH:10]=[N:9][C:8]2[NH:7][C:4]([CH3:6])([CH3:5])[C:3](=[O:2])[NH:14][C:13]=2[CH:12]=1, predict the reactants needed to synthesize it. The reactants are: C[O:2][C:3](=O)[C:4]([NH:7][C:8]1[C:13]([N+:14]([O-])=O)=[CH:12][C:11]([I:17])=[CH:10][N:9]=1)([CH3:6])[CH3:5]. (3) Given the product [O:19]=[C:17]([CH3:18])[CH2:16][NH:15][C:7]([CH:6]1[CH2:10][CH2:11][CH2:12][N:5]1[C:3](=[O:4])[C:2]([F:14])([F:13])[F:1])=[O:8], predict the reactants needed to synthesize it. The reactants are: [F:1][C:2]([F:14])([F:13])[C:3]([N:5]1[CH2:12][CH2:11][CH2:10][C@H:6]1[C:7](Cl)=[O:8])=[O:4].[NH2:15][CH2:16][C:17](=[O:19])[CH3:18]. (4) Given the product [Cl:50][C:24]1[C:25]([CH2:30][O:31][C:32]2[C:40]3[N:39]=[C:38]([O:41][CH3:42])[N:37]([CH2:43][C:44]4[CH:49]=[CH:48][CH:47]=[CH:46][N:45]=4)[C:36]=3[CH:35]=[CH:34][CH:33]=2)=[C:26]([Cl:29])[CH:27]=[CH:28][C:23]=1[N:21]([CH3:22])[C:19](=[O:20])[CH2:18][NH:17][C:14](=[O:16])[CH2:13][CH2:12][C:9]1[CH:10]=[N:11][C:6]([NH:5][S:2]([CH3:1])(=[O:3])=[O:4])=[CH:7][CH:8]=1, predict the reactants needed to synthesize it. The reactants are: [CH3:1][S:2]([NH:5][C:6]1[N:11]=[CH:10][C:9]([CH2:12][CH2:13][C:14]([OH:16])=O)=[CH:8][CH:7]=1)(=[O:4])=[O:3].[NH2:17][CH2:18][C:19]([N:21]([C:23]1[CH:28]=[CH:27][C:26]([Cl:29])=[C:25]([CH2:30][O:31][C:32]2[C:40]3[N:39]=[C:38]([O:41][CH3:42])[N:37]([CH2:43][C:44]4[CH:49]=[CH:48][CH:47]=[CH:46][N:45]=4)[C:36]=3[CH:35]=[CH:34][CH:33]=2)[C:24]=1[Cl:50])[CH3:22])=[O:20].ClC1C(COC2C3N=C(OC)N(CC4C=CC=CN=4)C=3C=CC=2)=C(Cl)C=CC=1N(C)C(=O)CNC(=O)CCC1C=CC(C(NCCOC)=O)=CC=1.